Task: Predict the reactants needed to synthesize the given product.. Dataset: Full USPTO retrosynthesis dataset with 1.9M reactions from patents (1976-2016) (1) Given the product [C:1]([C:3]1[CH:35]=[CH:34][C:6]2[C:7]([C:28]3[CH:29]=[CH:30][CH:31]=[CH:32][CH:33]=3)=[C:8]([C:10]3[CH:11]=[CH:12][C:13]([C:16]4([NH:20][C:21](=[O:27])[O:22][C:23]([CH3:26])([CH3:25])[CH3:24])[CH2:19][CH2:18][CH2:17]4)=[CH:14][CH:15]=3)[O:9][C:5]=2[CH:4]=1)(=[O:37])[NH2:2], predict the reactants needed to synthesize it. The reactants are: [C:1]([C:3]1[CH:35]=[CH:34][C:6]2[C:7]([C:28]3[CH:33]=[CH:32][CH:31]=[CH:30][CH:29]=3)=[C:8]([C:10]3[CH:15]=[CH:14][C:13]([C:16]4([NH:20][C:21](=[O:27])[O:22][C:23]([CH3:26])([CH3:25])[CH3:24])[CH2:19][CH2:18][CH2:17]4)=[CH:12][CH:11]=3)[O:9][C:5]=2[CH:4]=1)#[N:2].C(=O)([O-])[O-:37].[K+].[K+].OO. (2) Given the product [NH2:17][CH2:18][CH2:19][CH2:15][C:2]([CH3:16])([CH3:22])[C:3](=[N:13][OH:14])[CH2:4][C:5]1[N:6]=[C:7]([N+:10]([O-:12])=[O:11])[NH:8][CH:9]=1, predict the reactants needed to synthesize it. The reactants are: Cl[C:2]([CH3:16])([CH3:15])[CH:3]([N:13]=[O:14])[CH2:4][C:5]1[N:6]=[C:7]([N+:10]([O-:12])=[O:11])[NH:8][CH:9]=1.[NH2:17][CH2:18][CH2:19]CN.[C:22](#N)C.